The task is: Predict the reactants needed to synthesize the given product.. This data is from Full USPTO retrosynthesis dataset with 1.9M reactions from patents (1976-2016). Given the product [NH:18]1[CH2:19][CH2:20][CH:15]([NH:14][C:6]2[N:7]=[C:8]([C:10]([F:12])([F:11])[F:13])[N:9]=[C:4]([CH2:3][OH:2])[CH:5]=2)[CH2:16][CH2:17]1, predict the reactants needed to synthesize it. The reactants are: Cl.[OH:2][CH2:3][C:4]1[N:9]=[C:8]([C:10]([F:13])([F:12])[F:11])[N:7]=[C:6]([NH:14][CH:15]2[CH2:20][CH2:19][N:18](C(OC(C)(C)C)=O)[CH2:17][CH2:16]2)[CH:5]=1.